From a dataset of Reaction yield outcomes from USPTO patents with 853,638 reactions. Predict the reaction yield, written as a fraction of the theoretical maximum amount of product (1.0 means a 100% yield; for example, 0.34 means a 34% yield). (1) The reactants are [CH2:1]([O:3][C:4]([N:6]1[CH2:12][CH:11](Br)[C:10]2=[N:14][C:15]([C:19]3[CH:24]=[CH:23][N:22]=[CH:21][N:20]=3)=[CH:16][C:17](=[O:18])[N:9]2[CH2:8][CH2:7]1)=[O:5])[CH3:2].[CH3:25][O:26][C:27]1[CH:34]=[CH:33][C:30]([CH2:31][NH2:32])=[CH:29][CH:28]=1.CS(C)=O. The catalyst is C1(C)C=CC=CC=1. The product is [CH2:1]([O:3][C:4]([N:6]1[CH2:12][CH:11]([NH:32][CH2:31][C:30]2[CH:33]=[CH:34][C:27]([O:26][CH3:25])=[CH:28][CH:29]=2)[C:10]2=[N:14][C:15]([C:19]3[CH:24]=[CH:23][N:22]=[CH:21][N:20]=3)=[CH:16][C:17](=[O:18])[N:9]2[CH2:8][CH2:7]1)=[O:5])[CH3:2]. The yield is 0.620. (2) The reactants are [Cl:1][C:2]1[CH:3]=[C:4]([S:9]([NH:12][C:13]2[CH:18]=[CH:17][N:16]=[CH:15][N:14]=2)(=[O:11])=[O:10])[CH:5]=[CH:6][C:7]=1[F:8].C(N(CC)C(C)C)(C)C.[CH3:28][O:29][CH2:30]Cl. The catalyst is C(Cl)Cl.C(OCC)(=O)C. The product is [Cl:1][C:2]1[CH:3]=[C:4]([S:9](/[N:12]=[C:13]2/[N:14]=[CH:15][N:16]([CH2:28][O:29][CH3:30])[CH:17]=[CH:18]/2)(=[O:10])=[O:11])[CH:5]=[CH:6][C:7]=1[F:8]. The yield is 0.900. (3) The reactants are [F:1][CH:2]([F:22])[O:3][C:4]1[CH:5]=[C:6]([CH:10]([OH:21])[C:11]([C:13]2[CH:18]=[C:17]([F:19])[CH:16]=[C:15]([F:20])[CH:14]=2)=[O:12])[CH:7]=[CH:8][CH:9]=1.[N+]([O-])([O-])=O.[NH4+].C(OCC)(=O)C. The catalyst is C(O)(=O)C.O.C(O[Cu]OC(=O)C)(=O)C.[Cu]. The product is [F:22][CH:2]([F:1])[O:3][C:4]1[CH:5]=[C:6]([C:10](=[O:21])[C:11]([C:13]2[CH:14]=[C:15]([F:20])[CH:16]=[C:17]([F:19])[CH:18]=2)=[O:12])[CH:7]=[CH:8][CH:9]=1. The yield is 0.470. (4) The reactants are [CH2:1]([CH:4]([NH:8][C:9]([NH:11][CH:12]([CH2:16][CH2:17][CH3:18])[CH2:13][CH2:14][CH3:15])=[O:10])[CH2:5][CH2:6][CH3:7])[CH2:2][CH3:3].[C:19](Cl)(=[O:24])[CH2:20][C:21](Cl)=[O:22]. The catalyst is C(Cl)(Cl)Cl. The product is [CH2:1]([CH:4]([N:8]1[C:21](=[O:22])[CH2:20][C:19](=[O:24])[N:11]([CH:12]([CH2:16][CH2:17][CH3:18])[CH2:13][CH2:14][CH3:15])[C:9]1=[O:10])[CH2:5][CH2:6][CH3:7])[CH2:2][CH3:3]. The yield is 0.280. (5) The reactants are [N+:1]([O-:4])([O-])=[O:2].[K+].[C:6]([C:10]1[CH:16]=[CH:15][CH:14]=[CH:13][C:11]=1[NH2:12])([CH3:9])([CH3:8])[CH3:7]. The yield is 0.630. The product is [C:6]([C:10]1[CH:16]=[CH:15][C:14]([N+:1]([O-:4])=[O:2])=[CH:13][C:11]=1[NH2:12])([CH3:9])([CH3:7])[CH3:8]. The catalyst is OS(O)(=O)=O. (6) The catalyst is CN(C=O)C. The reactants are [NH2:1][C:2]1[C:10]2[S:9][C:8]([NH:11][C:12](=[O:16])[NH:13][CH2:14][CH3:15])=[N:7][C:6]=2[CH:5]=[C:4]([C:17]2[CH:18]=[N:19][C:20]([N:23]3[CH2:28][CH2:27][C:26]([CH3:34])([C:29]([O:31][CH2:32][CH3:33])=[O:30])[CH2:25][CH2:24]3)=[N:21][CH:22]=2)[CH:3]=1.[N:35]1[CH:40]=[CH:39][CH:38]=[N:37][C:36]=1[C:41](O)=[O:42].C(N(C(C)C)CC)(C)C.CN(C(ON1N=NC2C=CC=NC1=2)=[N+](C)C)C.F[P-](F)(F)(F)(F)F. The product is [CH2:14]([NH:13][C:12]([NH:11][C:8]1[S:9][C:10]2[C:2]([NH:1][C:41]([C:36]3[N:37]=[CH:38][CH:39]=[CH:40][N:35]=3)=[O:42])=[CH:3][C:4]([C:17]3[CH:18]=[N:19][C:20]([N:23]4[CH2:28][CH2:27][C:26]([CH3:34])([C:29]([O:31][CH2:32][CH3:33])=[O:30])[CH2:25][CH2:24]4)=[N:21][CH:22]=3)=[CH:5][C:6]=2[N:7]=1)=[O:16])[CH3:15]. The yield is 0.660. (7) The reactants are [N+:1]([C:4]1[C:13]2[C:8](=[CH:9][CH:10]=[CH:11][CH:12]=2)[C:7]([O:14][C:15]2[N:20]=[CH:19][N:18]=[C:17]([NH2:21])[CH:16]=2)=[CH:6][CH:5]=1)([O-:3])=[O:2].CCN(C(C)C)C(C)C.[CH3:31][O:32][CH2:33][C:34](Cl)=[O:35]. The catalyst is C(Cl)Cl. The product is [CH3:31][O:32][CH2:33][C:34]([NH:21][C:17]1[CH:16]=[C:15]([O:14][C:7]2[C:8]3[C:13](=[CH:12][CH:11]=[CH:10][CH:9]=3)[C:4]([N+:1]([O-:3])=[O:2])=[CH:5][CH:6]=2)[N:20]=[CH:19][N:18]=1)=[O:35]. The yield is 0.860. (8) The reactants are Br[C:2]1[C:6]2=[N:7][C:8]([C:11]3[O:12][C:13]([CH3:16])=[N:14][N:15]=3)=[CH:9][CH:10]=[C:5]2[O:4][CH:3]=1.[F:17][C:18]1[CH:23]=[CH:22][C:21]([F:24])=[CH:20][C:19]=1B(O)O. No catalyst specified. The product is [F:17][C:18]1[CH:23]=[CH:22][C:21]([F:24])=[CH:20][C:19]=1[C:2]1[C:6]2=[N:7][C:8]([C:11]3[O:12][C:13]([CH3:16])=[N:14][N:15]=3)=[CH:9][CH:10]=[C:5]2[O:4][CH:3]=1. The yield is 0.430. (9) The reactants are [CH3:1][C:2]1[C:6]([CH2:7][N:8]2[CH:12]=[C:11]([N:13]3[C:17](=[O:18])[CH2:16][NH:15][C:14]3=[O:19])[CH:10]=[N:9]2)=[C:5]([CH3:20])[O:4][N:3]=1.[OH:21][C:22]1[CH:30]=[CH:29][C:25]([CH2:26][CH2:27]Br)=[CH:24][CH:23]=1. No catalyst specified. The product is [CH3:1][C:2]1[C:6]([CH2:7][N:8]2[CH:12]=[C:11]([N:13]3[C:17](=[O:18])[CH2:16][N:15]([CH2:27][CH2:26][C:25]4[CH:29]=[CH:30][C:22]([OH:21])=[CH:23][CH:24]=4)[C:14]3=[O:19])[CH:10]=[N:9]2)=[C:5]([CH3:20])[O:4][N:3]=1. The yield is 0.310. (10) The product is [Cl:21][C:18]1[C:7]([C:2]([NH2:23])=[O:1])=[CH:6][N:5]=[C:4]2[CH:11]=[CH:12][S:13][C:3]=12. The reactants are [OH:1][C:2]1[C:7](C(O)=O)=[CH:6][N:5]=[C:4]2[CH:11]=[CH:12][S:13][C:3]=12.S(Cl)(Cl)=O.[CH:18]([Cl:21])(Cl)Cl.[OH-].[NH4+:23]. The catalyst is O1CCCC1. The yield is 0.990.